Dataset: Full USPTO retrosynthesis dataset with 1.9M reactions from patents (1976-2016). Task: Predict the reactants needed to synthesize the given product. (1) Given the product [N+:19]([C:16]1[CH:17]=[CH:18][C:13]([O:1][CH2:2][CH2:3][N:4]2[CH2:9][CH2:8][CH2:7][CH2:6][CH2:5]2)=[N:14][CH:15]=1)([O-:21])=[O:20], predict the reactants needed to synthesize it. The reactants are: [OH:1][CH2:2][CH2:3][N:4]1[CH2:9][CH2:8][CH2:7][CH2:6][CH2:5]1.[H-].[Na+].Cl[C:13]1[CH:18]=[CH:17][C:16]([N+:19]([O-:21])=[O:20])=[CH:15][N:14]=1. (2) Given the product [CH3:1][C:2]1([CH3:12])[O:6][C@H:5]2[O:7][C@H:8]([CH:10]([OH:11])[CH2:13][CH3:14])[CH2:9][C@H:4]2[O:3]1, predict the reactants needed to synthesize it. The reactants are: [CH3:1][C:2]1([CH3:12])[O:6][C@H:5]2[O:7][C@H:8]([CH:10]=[O:11])[CH2:9][C@H:4]2[O:3]1.[CH2:13]([Mg]Br)[CH3:14]. (3) The reactants are: [CH3:1][N:2]([CH3:25])[CH2:3][CH2:4][CH2:5][C:6]1([C:18]2[CH:23]=[CH:22][C:21]([F:24])=[CH:20][CH:19]=2)[C:14]2[C:9](=[CH:10][C:11]([C:15]#[N:16])=[CH:12][CH:13]=2)[C:8](=O)[O:7]1.[H-].[Al+3].[Li+].[H-].[H-].[H-].S(=O)(=O)(O)O.N. Given the product [NH2:16][CH2:15][C:11]1[CH:10]=[C:9]2[C:14](=[CH:13][CH:12]=1)[C:6]([CH2:5][CH2:4][CH2:3][N:2]([CH3:25])[CH3:1])([C:18]1[CH:23]=[CH:22][C:21]([F:24])=[CH:20][CH:19]=1)[O:7][CH2:8]2, predict the reactants needed to synthesize it. (4) Given the product [OH:2][C:3]1[CH:8]=[C:7]([OH:9])[CH:6]=[CH:5][C:4]=1[C:11](=[O:27])[C:12]([C:17]1[CH:22]=[CH:21][C:20]([OH:23])=[C:19]([OH:25])[CH:18]=1)=[CH2:13].[OH:2][C:3]1[CH:8]=[C:7]([OH:9])[CH:6]=[CH:5][C:4]=1[C:11](=[O:27])[CH:12]([C:17]1[CH:22]=[CH:21][C:20]([OH:23])=[C:19]([OH:25])[CH:18]=1)[CH2:13][Br:29], predict the reactants needed to synthesize it. The reactants are: C[O:2][C:3]1[CH:8]=[C:7]([O:9]C)[CH:6]=[CH:5][C:4]=1[C:11](=[O:27])[CH:12]([C:17]1[CH:22]=[CH:21][C:20]([O:23]C)=[C:19]([O:25]C)[CH:18]=1)[CH2:13]OCC.B(Br)(Br)[Br:29]. (5) Given the product [CH3:35][O:34][C:29]1[CH:30]=[CH:31][CH:32]=[CH:33][C:28]=1[CH:25]1[CH2:24][CH2:23][N:22]([C@@H:21]2[CH2:20][CH2:19][N:18]([C@@H:17]([C:37]3[CH:38]=[CH:39][CH:40]=[CH:41][CH:42]=3)[CH2:16][OH:15])[CH:14]2[CH:11]2[CH2:13][CH2:12]2)[CH2:27][CH2:26]1, predict the reactants needed to synthesize it. The reactants are: [Cl-].[Al+3].[Cl-].[Cl-].[H-].[Al+3].[Li+].[H-].[H-].[H-].[CH:11]1([C@@:14]23[C@H:21]([N:22]4[CH2:27][CH2:26][CH:25]([C:28]5[CH:33]=[CH:32][CH:31]=[CH:30][C:29]=5[O:34][CH3:35])[CH2:24][CH2:23]4)[CH2:20][C:19](=O)[N:18]2[C@@H:17]([C:37]2[CH:42]=[CH:41][CH:40]=[CH:39][CH:38]=2)[CH2:16][O:15]3)[CH2:13][CH2:12]1.[OH-].[Na+]. (6) The reactants are: [C:1]([OH:10])(=[O:9])[C@@H:2]([C@H:4]([C:6]([OH:8])=[O:7])[OH:5])[OH:3].[NH2:11][CH2:12][C:13]1[N:17]([CH2:18][CH3:19])[C:16]([S:20][C:21]2[CH:22]=[C:23]([C:29]#[N:30])[CH:24]=[C:25]([CH:28]=2)[C:26]#[N:27])=[C:15]([CH:31]2[CH2:33][CH2:32]2)[N:14]=1. Given the product [C:6]([CH:4]([CH:2]([C:1]([OH:10])=[O:9])[OH:3])[OH:5])([OH:8])=[O:7].[NH2:11][CH2:12][C:13]1[N:17]([CH2:18][CH3:19])[C:16]([S:20][C:21]2[CH:28]=[C:25]([C:26]#[N:27])[CH:24]=[C:23]([CH:22]=2)[C:29]#[N:30])=[C:15]([CH:31]2[CH2:33][CH2:32]2)[N:14]=1, predict the reactants needed to synthesize it. (7) Given the product [Cl:14][C:12]1[CH:11]=[CH:10][C:9]([CH3:15])=[C:8]([C:6]2[N:5]=[C:4]([CH3:16])[N:3]=[C:2]([NH:22][C:21]3[CH:23]=[CH:24][C:18]([Br:17])=[CH:19][CH:20]=3)[CH:7]=2)[CH:13]=1, predict the reactants needed to synthesize it. The reactants are: Cl[C:2]1[CH:7]=[C:6]([C:8]2[CH:13]=[C:12]([Cl:14])[CH:11]=[CH:10][C:9]=2[CH3:15])[N:5]=[C:4]([CH3:16])[N:3]=1.[Br:17][C:18]1[CH:24]=[CH:23][C:21]([NH2:22])=[CH:20][CH:19]=1. (8) Given the product [Cl:1][C:2]1[CH:25]=[CH:24][C:5]([CH2:6][NH:7][C:8]([C:10]2[C:11](=[O:23])[C:12]3[S:19][C:18]([CH2:20][N:27]([CH2:28][C@@H:29]([OH:30])[C:31]4[N:32]=[CH:33][CH:34]=[CH:35][N:36]=4)[CH3:26])=[C:17]([CH3:22])[C:13]=3[N:14]([CH3:16])[CH:15]=2)=[O:9])=[CH:4][CH:3]=1, predict the reactants needed to synthesize it. The reactants are: [Cl:1][C:2]1[CH:25]=[CH:24][C:5]([CH2:6][NH:7][C:8]([C:10]2[C:11](=[O:23])[C:12]3[S:19][C:18]([CH2:20]Cl)=[C:17]([CH3:22])[C:13]=3[N:14]([CH3:16])[CH:15]=2)=[O:9])=[CH:4][CH:3]=1.[CH3:26][NH:27][CH2:28][C@H:29]([C:31]1[N:36]=[CH:35][CH:34]=[CH:33][N:32]=1)[OH:30].C(N(C(C)C)CC)(C)C. (9) Given the product [Cl:13][C:6]1[C:7]([CH2:8][C:9]([O:11][CH3:12])=[O:10])=[C:2]([NH:26][CH2:25][C:24]2[CH:27]=[CH:28][C:21]([O:20][CH3:19])=[CH:22][CH:23]=2)[N:3]=[CH:4][N:5]=1, predict the reactants needed to synthesize it. The reactants are: Cl[C:2]1[C:7]([CH2:8][C:9]([O:11][CH3:12])=[O:10])=[C:6]([Cl:13])[N:5]=[CH:4][N:3]=1.CN(C=O)C.[CH3:19][O:20][C:21]1[CH:28]=[CH:27][C:24]([CH2:25][NH2:26])=[CH:23][CH:22]=1.CCN(C(C)C)C(C)C. (10) The reactants are: [Cl:1][C:2]1[N:7]=[CH:6][C:5]([CH2:8][C:9]2[C:17]([F:18])=[CH:16][C:15]([C:19]#[N:20])=[C:14]3[C:10]=2[C:11]([CH3:30])=[C:12]([CH3:29])[N:13]3[CH2:21][O:22][CH2:23][CH2:24][Si:25]([CH3:28])([CH3:27])[CH3:26])=[CH:4][CH:3]=1.[CH3:31][Si]([N-][Si](C)(C)C)(C)C.[K+].IC. Given the product [Cl:1][C:2]1[N:7]=[CH:6][C:5]([CH:8]([C:9]2[C:17]([F:18])=[CH:16][C:15]([C:19]#[N:20])=[C:14]3[C:10]=2[C:11]([CH3:30])=[C:12]([CH3:29])[N:13]3[CH2:21][O:22][CH2:23][CH2:24][Si:25]([CH3:27])([CH3:26])[CH3:28])[CH3:31])=[CH:4][CH:3]=1, predict the reactants needed to synthesize it.